From a dataset of Full USPTO retrosynthesis dataset with 1.9M reactions from patents (1976-2016). Predict the reactants needed to synthesize the given product. (1) Given the product [C:1]([N:8]1[CH2:9][CH2:10][N:11]([C:14]2[CH:19]=[CH:18][CH:17]=[CH:16][C:15]=2[CH2:20][N:21]([C:25](=[O:27])[CH3:26])[CH:22]([CH3:24])[CH3:23])[CH2:12][CH2:13]1)([O:3][C:4]([CH3:7])([CH3:6])[CH3:5])=[O:2], predict the reactants needed to synthesize it. The reactants are: [C:1]([N:8]1[CH2:13][CH2:12][N:11]([C:14]2[CH:19]=[CH:18][CH:17]=[CH:16][C:15]=2[CH2:20][NH:21][CH:22]([CH3:24])[CH3:23])[CH2:10][CH2:9]1)([O:3][C:4]([CH3:7])([CH3:6])[CH3:5])=[O:2].[C:25](Cl)(=[O:27])[CH3:26]. (2) Given the product [CH:9]([N:8]([CH2:12][C:13]1[CH:29]=[CH:28][CH:27]=[CH:26][C:14]=1[O:15][CH2:16][CH2:17][CH2:18][CH2:19][CH2:20][C:21]([O:23][CH2:24][CH3:25])=[O:22])[C:6](=[O:7])[C:5]1[CH:30]=[CH:31][C:2]([N:33]2[CH2:37][CH2:36][CH2:35][CH2:34]2)=[CH:3][CH:4]=1)([CH3:11])[CH3:10], predict the reactants needed to synthesize it. The reactants are: Br[C:2]1[CH:31]=[CH:30][C:5]([C:6]([N:8]([CH2:12][C:13]2[CH:29]=[CH:28][CH:27]=[CH:26][C:14]=2[O:15][CH2:16][CH2:17][CH2:18][CH2:19][CH2:20][C:21]([O:23][CH2:24][CH3:25])=[O:22])[CH:9]([CH3:11])[CH3:10])=[O:7])=[CH:4][CH:3]=1.Cl.[NH:33]1[CH2:37][CH2:36][CH2:35][CH2:34]1.C1C=CC(P(C2C(C3C(P(C4C=CC=CC=4)C4C=CC=CC=4)=CC=C4C=3C=CC=C4)=C3C(C=CC=C3)=CC=2)C2C=CC=CC=2)=CC=1.C([O-])([O-])=O.[Cs+].[Cs+]. (3) Given the product [Br:17][C:9]1[N:10]=[C:5]2[CH:4]=[CH:3][C:2]([Br:1])=[CH:7][N:6]2[N:8]=1, predict the reactants needed to synthesize it. The reactants are: [Br:1][C:2]1[CH:3]=[CH:4][C:5]2[N:6]([N:8]=[C:9](N)[N:10]=2)[CH:7]=1.N([O-])=O.[Na+].C(Br)(Br)[Br:17].ClC(Cl)C(O)=O. (4) Given the product [C:37]([N:22]1[CH2:21][CH2:20][CH:19]([C:16]2[CH:17]=[CH:18][C:13]([NH:12][C:6]3[C:7]([C:9]([NH2:11])=[O:10])=[N:8][C:3]([CH2:1][CH3:2])=[C:4]([NH:25][C@H:26]4[CH2:27][CH2:28][C@H:29]([OH:32])[CH2:30][CH2:31]4)[N:5]=3)=[CH:14][CH:15]=2)[CH2:24][CH2:23]1)(=[O:39])[CH3:38], predict the reactants needed to synthesize it. The reactants are: [CH2:1]([C:3]1[N:8]=[C:7]([C:9]([NH2:11])=[O:10])[C:6]([NH:12][C:13]2[CH:18]=[CH:17][C:16]([CH:19]3[CH2:24][CH2:23][NH:22][CH2:21][CH2:20]3)=[CH:15][CH:14]=2)=[N:5][C:4]=1[NH:25][C@H:26]1[CH2:31][CH2:30][C@H:29]([OH:32])[CH2:28][CH2:27]1)[CH3:2].ClC(Cl)C.[C:37](OC(=O)C)(=[O:39])[CH3:38].C(=O)([O-])O.[Na+]. (5) Given the product [CH:42]1[C:43]2[CH:44]=[C:31]([NH:45][C:46]3[C:47]4[C:52]([C:53]5[CH:54]=[CH:55][CH:56]=[CH:57][C:58]=5[CH:59]=3)=[CH:51][CH:50]=[CH:49][CH:48]=4)[C:32]3[C:37](=[CH:36][CH:35]=[CH:34][CH:33]=3)[C:38]=2[CH:39]=[CH:40][CH:41]=1, predict the reactants needed to synthesize it. The reactants are: C1(C2C=CC(NC3C=CC(C4C=CC=CC=4)=CC=3)=CC=2)C2C(=CC=CC=2)C=CC=1.Br[C:31]1[C:32]2[C:37]([C:38]3[CH:39]=[CH:40][CH:41]=[CH:42][C:43]=3[CH:44]=1)=[CH:36][CH:35]=[CH:34][CH:33]=2.[NH2:45][C:46]1[C:47]2[C:52]([C:53]3[CH:54]=[CH:55][CH:56]=[CH:57][C:58]=3[CH:59]=1)=[CH:51][CH:50]=[CH:49][CH:48]=2. (6) Given the product [O:34]=[C:22]1[CH2:23][C:24]([C:26]2[CH:27]=[C:28]([CH:29]=[CH:30][CH:31]=2)[C:32]#[N:33])=[N:7][C:8]2[CH:13]=[CH:12][C:11]([C:14]#[C:15][C:16]3[S:17][CH:18]=[CH:19][N:20]=3)=[CH:10][C:9]=2[NH:21]1, predict the reactants needed to synthesize it. The reactants are: C(OC(=O)[NH:7][C:8]1[CH:13]=[CH:12][C:11]([C:14]#[C:15][C:16]2[S:17][CH:18]=[CH:19][N:20]=2)=[CH:10][C:9]=1[NH:21][C:22](=[O:34])[CH2:23][C:24]([C:26]1[CH:31]=[CH:30][CH:29]=[C:28]([C:32]#[N:33])[CH:27]=1)=O)(C)(C)C.C(O)(C(F)(F)F)=O. (7) Given the product [NH2:30][C:26]1([C:23]2[CH:22]=[CH:21][C:20]([C:12]3[O:11][C:5]4[N:6]=[C:7]([NH:9][CH3:10])[N:8]=[C:3]([O:2][CH3:1])[C:4]=4[C:13]=3[C:14]3[CH:15]=[CH:16][CH:17]=[CH:18][CH:19]=3)=[CH:25][CH:24]=2)[CH2:27][CH2:28][CH2:29]1, predict the reactants needed to synthesize it. The reactants are: [CH3:1][O:2][C:3]1[C:4]2[C:13]([C:14]3[CH:19]=[CH:18][CH:17]=[CH:16][CH:15]=3)=[C:12]([C:20]3[CH:25]=[CH:24][C:23]([C:26]4([NH:30]C(=O)OC(C)(C)C)[CH2:29][CH2:28][CH2:27]4)=[CH:22][CH:21]=3)[O:11][C:5]=2[N:6]=[C:7]([NH:9][CH3:10])[N:8]=1.C(O)(C(F)(F)F)=O. (8) Given the product [CH3:1][N:2]1[CH2:3][CH2:4][CH:5]([NH:8][C:9]2[C:14]([C:15]3[CH:20]=[CH:19][CH:18]=[CH:17][CH:16]=3)=[CH:13][N:12]=[C:11]([NH:21][C:23]3[N:24]=[CH:25][C:26]([C:29]#[N:30])=[N:27][CH:28]=3)[CH:10]=2)[CH2:6][CH2:7]1, predict the reactants needed to synthesize it. The reactants are: [CH3:1][N:2]1[CH2:7][CH2:6][CH:5]([NH:8][C:9]2[C:14]([C:15]3[CH:20]=[CH:19][CH:18]=[CH:17][CH:16]=3)=[CH:13][N:12]=[C:11]([NH2:21])[CH:10]=2)[CH2:4][CH2:3]1.Br[C:23]1[CH:28]=[N:27][C:26]([C:29]#[N:30])=[CH:25][N:24]=1.C1C=CC(P(C2C(C3C(P(C4C=CC=CC=4)C4C=CC=CC=4)=CC=C4C=3C=CC=C4)=C3C(C=CC=C3)=CC=2)C2C=CC=CC=2)=CC=1.CC(C)([O-])C.[Na+]. (9) Given the product [F:16][C:2]1[C:11]2[C:6](=[CH:7][CH:8]=[CH:9][CH:10]=2)[C:5]([O:12][CH2:13][CH2:14][CH3:15])=[CH:4][N:3]=1, predict the reactants needed to synthesize it. The reactants are: Cl[C:2]1[C:11]2[C:6](=[CH:7][CH:8]=[CH:9][CH:10]=2)[C:5]([O:12][CH2:13][CH2:14][CH3:15])=[CH:4][N:3]=1.[F-:16].[Cs+]. (10) Given the product [CH2:13]([O:12][C:8]1[CH:9]=[CH:10][CH:11]=[C:6]([CH:2]=[O:1])[C:7]=1[B:15]([OH:20])[OH:16])[CH3:14], predict the reactants needed to synthesize it. The reactants are: [O:1]1CCO[CH:2]1[C:6]1[CH:11]=[CH:10][CH:9]=[C:8]([O:12][CH2:13][CH3:14])[C:7]=1[B:15]([O:20]C(C)C)[O:16]C(C)C.Cl.[OH-].[Na+].